This data is from Forward reaction prediction with 1.9M reactions from USPTO patents (1976-2016). The task is: Predict the product of the given reaction. Given the reactants C(OC([N:8]1[CH:13]([C:14]([O:16][C:17]([CH3:20])([CH3:19])[CH3:18])=[O:15])[CH2:12][CH2:11][CH2:10][S:9]1(=[O:22])=[O:21])=O)(C)(C)C.C(O)(C(F)(F)F)=O.C1(C)C=CC=CC=1, predict the reaction product. The product is: [C:17]([O:16][C:14]([CH:13]1[CH2:12][CH2:11][CH2:10][S:9](=[O:22])(=[O:21])[NH:8]1)=[O:15])([CH3:20])([CH3:18])[CH3:19].